Task: Predict the product of the given reaction.. Dataset: Forward reaction prediction with 1.9M reactions from USPTO patents (1976-2016) (1) Given the reactants C([N:8]1[CH2:13][CH2:12][C@@H:11]([CH:14]2[CH2:16][CH2:15]2)[C@H:10]([NH:17][C:18](=[O:24])[O:19][C:20]([CH3:23])([CH3:22])[CH3:21])[CH2:9]1)C1C=CC=CC=1.[H][H], predict the reaction product. The product is: [C:20]([O:19][C:18](=[O:24])[NH:17][C@H:10]1[C@H:11]([CH:14]2[CH2:15][CH2:16]2)[CH2:12][CH2:13][NH:8][CH2:9]1)([CH3:23])([CH3:21])[CH3:22]. (2) Given the reactants C(OC([N:8]1[CH2:17][CH2:16][C:15]2[C:11](=[C:12](OS(C(F)(F)F)(=O)=O)[N:13]([CH:18]3[CH2:21][CH2:20][CH2:19]3)[N:14]=2)[CH2:10][CH2:9]1)=O)(C)(C)C.[F:30][C:31]1[CH:36]=[CH:35][C:34](B(O)O)=[CH:33][CH:32]=1, predict the reaction product. The product is: [CH:18]1([N:13]2[C:12]([C:34]3[CH:35]=[CH:36][C:31]([F:30])=[CH:32][CH:33]=3)=[C:11]3[C:15]([CH2:16][CH2:17][NH:8][CH2:9][CH2:10]3)=[N:14]2)[CH2:19][CH2:20][CH2:21]1. (3) The product is: [N+:18]([C:15]1[CH:16]=[CH:17][C:12]([N:1]2[CH:5]=[CH:4][CH:3]=[C:2]2[C:6]([O:8][CH2:21][CH3:22])=[O:7])=[CH:13][CH:14]=1)([O-:20])=[O:19]. Given the reactants [NH:1]1[CH:5]=[CH:4][CH:3]=[C:2]1[C:6]([OH:8])=[O:7].[H-].[Na+].F[C:12]1[CH:17]=[CH:16][C:15]([N+:18]([O-:20])=[O:19])=[CH:14][CH:13]=1.[C:21](OCC)(=O)[CH3:22], predict the reaction product. (4) Given the reactants [CH3:1][C:2]1[CH:7]=[C:6]([C:8]#[CH:9])[N:5]=[C:4]([O:10][C:11]2[N:15]([CH3:16])[N:14]=[C:13]([C:17]([F:20])([F:19])[F:18])[CH:12]=2)[CH:3]=1.[F:21][C:22](F)(F)[C:23]1C=CC(I)=C[CH:24]=1.C(N[CH:36]([CH3:38])[CH3:37])(C)C, predict the reaction product. The product is: [CH3:1][C:2]1[CH:7]=[C:6]([C:8]#[C:9][C:37]2[CH:36]=[CH:38][C:22]([F:21])=[CH:23][CH:24]=2)[N:5]=[C:4]([O:10][C:11]2[N:15]([CH3:16])[N:14]=[C:13]([C:17]([F:19])([F:20])[F:18])[CH:12]=2)[CH:3]=1. (5) The product is: [Cl:1][C:2]1[C:7]([O:8][C:9]2[CH:14]=[CH:13][C:12]([F:15])=[CH:11][C:10]=2[F:16])=[CH:6][C:5]2[NH:17][C:28]([C:27]([F:32])([F:31])[C:26]([F:34])([F:33])[F:25])=[N:18][C:4]=2[CH:3]=1. Given the reactants [Cl:1][C:2]1[CH:3]=[C:4]([NH2:18])[C:5]([NH2:17])=[CH:6][C:7]=1[O:8][C:9]1[CH:14]=[CH:13][C:12]([F:15])=[CH:11][C:10]=1[F:16].O.C(=O)(O)[O-].[Na+].[F:25][C:26]([F:34])([F:33])[C:27]([F:32])([F:31])[C:28](O)=O, predict the reaction product.